This data is from Peptide-MHC class I binding affinity with 185,985 pairs from IEDB/IMGT. The task is: Regression. Given a peptide amino acid sequence and an MHC pseudo amino acid sequence, predict their binding affinity value. This is MHC class I binding data. The peptide sequence is DITNILGGVL. The MHC is HLA-A02:03 with pseudo-sequence HLA-A02:03. The binding affinity (normalized) is 0.241.